From a dataset of Forward reaction prediction with 1.9M reactions from USPTO patents (1976-2016). Predict the product of the given reaction. (1) The product is: [Cl:8][C:6]1[N:5]=[CH:4][N:3]=[C:2]([NH:18][C:19]2[CH:24]=[CH:23][C:22]([C:25](=[O:30])[C:26]([F:27])([F:28])[F:29])=[CH:21][CH:20]=2)[N:7]=1. Given the reactants Cl[C:2]1[N:7]=[C:6]([Cl:8])[N:5]=[CH:4][N:3]=1.C(N(CC)C(C)C)(C)C.[NH2:18][C:19]1[CH:24]=[CH:23][C:22]([C:25](=[O:30])[C:26]([F:29])([F:28])[F:27])=[CH:21][CH:20]=1, predict the reaction product. (2) Given the reactants [O:1]=[C:2]([CH3:9])[CH2:3][CH2:4][CH2:5][C:6]([OH:8])=[O:7].C(N(CC)C(C)C)(C)C.FC(F)(F)C(O[C:24]1[C:29]([F:30])=[C:28]([F:31])[C:27]([F:32])=[C:26]([F:33])[C:25]=1[F:34])=O, predict the reaction product. The product is: [O:1]=[C:2]([CH3:9])[CH2:3][CH2:4][CH2:5][C:6]([O:8][C:24]1[C:25]([F:34])=[C:26]([F:33])[C:27]([F:32])=[C:28]([F:31])[C:29]=1[F:30])=[O:7].